This data is from Full USPTO retrosynthesis dataset with 1.9M reactions from patents (1976-2016). The task is: Predict the reactants needed to synthesize the given product. Given the product [O:29]=[S:21]1(=[O:30])[C:22]2[CH:28]=[CH:27][CH:26]=[CH:25][C:23]=2[CH2:24][N:18]([C:9]2[CH:8]=[C:7]([N:5]3[CH2:4][C@H:3]4[C@H:2]([N:1]=[C:38]([NH2:37])[O:31]4)[CH2:6]3)[C:16]3[C:11](=[CH:12][CH:13]=[C:14]([CH3:17])[CH:15]=3)[N:10]=2)[CH2:19][CH2:20]1, predict the reactants needed to synthesize it. The reactants are: [NH2:1][C@H:2]1[CH2:6][N:5]([C:7]2[C:16]3[C:11](=[CH:12][CH:13]=[C:14]([CH3:17])[CH:15]=3)[N:10]=[C:9]([N:18]3[CH2:24][C:23]4[CH:25]=[CH:26][CH:27]=[CH:28][C:22]=4[S:21](=[O:30])(=[O:29])[CH2:20][CH2:19]3)[CH:8]=2)[CH2:4][C@H:3]1[OH:31].C([O-])(=O)C.[Na+].[N:37]#[C:38]Br.